Dataset: Full USPTO retrosynthesis dataset with 1.9M reactions from patents (1976-2016). Task: Predict the reactants needed to synthesize the given product. (1) Given the product [NH2:38][CH2:37][C:80]([NH:78][C:11]1[CH:10]=[CH:13][C:14]([C:15]#[C:16][C:17]2[CH:18]=[CH:19][C:20]([C:21]([NH:23][C@@H:24]([CH2:25][NH2:70])[C:28]([NH:29][OH:30])=[O:31])=[O:22])=[CH:32][CH:33]=2)=[CH:7][CH:12]=1)=[O:81], predict the reactants needed to synthesize it. The reactants are: CN(C)CC(N[C:7]1[CH:12]=[CH:11][C:10]([C:13]#[C:14][C:15]#[C:16][C:17]2[CH:33]=[CH:32][C:20]([C:21]([NH:23][CH:24]([C:28](=[O:31])[NH:29][OH:30])[CH:25](O)C)=[O:22])=[CH:19][CH:18]=2)=CC=1)=O.C1C[N:38]([P+](ON2N=NC3C=CC=CC2=3)(N2CCCC2)N2CCCC2)[CH2:37]C1.F[P-](F)(F)(F)(F)F.CC[N:70](C(C)C)C(C)C.C[N:78]([CH:80]=[O:81])C. (2) Given the product [CH3:24][C:18]([O:16][C:15]1[N:11]([C:1]2[C:10]3[C:5](=[CH:6][CH:7]=[CH:8][CH:9]=3)[CH:4]=[CH:3][CH:2]=2)[N:12]=[CH:13][CH:14]=1)([CH3:25])[C:19]([O:21][CH2:22][CH3:23])=[O:20], predict the reactants needed to synthesize it. The reactants are: [C:1]1([N:11]2[C:15]([OH:16])=[CH:14][CH:13]=[N:12]2)[C:10]2[C:5](=[CH:6][CH:7]=[CH:8][CH:9]=2)[CH:4]=[CH:3][CH:2]=1.Br[C:18]([CH3:25])([CH3:24])[C:19]([O:21][CH2:22][CH3:23])=[O:20].C(=O)([O-])[O-].[K+].[K+].O. (3) Given the product [C:20]([CH2:19][O:18][C:6]1[C:7]2[CH:17]=[CH:16][C:15]3[C:10](=[CH:11][CH:12]=[CH:13][CH:14]=3)[C:8]=2[S:9][C:5]=1[C:3]([OH:4])=[O:2])([OH:22])=[O:21], predict the reactants needed to synthesize it. The reactants are: C[O:2][C:3]([C:5]1[S:9][C:8]2[C:10]3[C:15]([CH:16]=[CH:17][C:7]=2[C:6]=1[O:18][CH2:19][C:20]([O:22]CC)=[O:21])=[CH:14][CH:13]=[CH:12][CH:11]=3)=[O:4].C1COCC1.O.[OH-].[Li+].Cl. (4) The reactants are: [C:1]([NH:9][NH2:10])(=[O:8])[C:2]1[CH:7]=[CH:6][CH:5]=[CH:4][CH:3]=1.C([O-])([O-])=O.[K+].[K+].[C@@H]1(N)CCCC[C@H]1N.CCCCCCCCCCCC.I[C:38]1[CH:39]=[C:40]([CH3:45])[CH:41]=[C:42]([CH3:44])[CH:43]=1. Given the product [C:1]([NH:9][NH:10][C:38]1[CH:43]=[C:42]([CH3:44])[CH:41]=[C:40]([CH3:45])[CH:39]=1)(=[O:8])[C:2]1[CH:7]=[CH:6][CH:5]=[CH:4][CH:3]=1, predict the reactants needed to synthesize it. (5) Given the product [F:21][C:22]1[CH:27]=[CH:26][C:25]([C:10]2[CH:9]=[CH:8][C:3]([C:4]([O:6][CH3:7])=[O:5])=[C:2]([OH:1])[CH:11]=2)=[CH:24][CH:23]=1, predict the reactants needed to synthesize it. The reactants are: [OH:1][C:2]1[CH:11]=[C:10](I)[CH:9]=[CH:8][C:3]=1[C:4]([O:6][CH3:7])=[O:5].P([O-])([O-])([O-])=O.[K+].[K+].[K+].[F:21][C:22]1[CH:27]=[CH:26][C:25](B(O)O)=[CH:24][CH:23]=1.C1(P(C2CCCCC2)C2CCCCC2)CCCCC1.